This data is from Retrosynthesis with 50K atom-mapped reactions and 10 reaction types from USPTO. The task is: Predict the reactants needed to synthesize the given product. (1) The reactants are: C=O.CNC.O=C1CC(c2ccccc2)Oc2ccccc21. Given the product CN(C)CC1C(=O)c2ccccc2OC1c1ccccc1, predict the reactants needed to synthesize it. (2) Given the product COC(=O)C1(C)COCCN1, predict the reactants needed to synthesize it. The reactants are: COC(=O)C1(C)COCCN1Cc1ccccc1. (3) The reactants are: C#CC(C)(C)NC(=O)OC(C)(C)C.COCCc1ccc(Br)cc1. Given the product COCCc1ccc(C#CC(C)(C)NC(=O)OC(C)(C)C)cc1, predict the reactants needed to synthesize it. (4) Given the product O=Cc1cccc2cc[nH]c12, predict the reactants needed to synthesize it. The reactants are: OCc1cccc2cc[nH]c12. (5) Given the product O=C(O)CC1CCN(CCN(c2ccccc2)c2ccccc2)CC1, predict the reactants needed to synthesize it. The reactants are: COC(=O)CC1CCN(CCN(c2ccccc2)c2ccccc2)CC1. (6) Given the product O=C(NC(Cc1cc(=O)[nH]c2ccccc12)C(=O)OCCC1OCCO1)c1ccc(Cl)cc1, predict the reactants needed to synthesize it. The reactants are: BrCCC1OCCO1.O=C(NC(Cc1cc(=O)[nH]c2ccccc12)C(=O)O)c1ccc(Cl)cc1.